Dataset: Forward reaction prediction with 1.9M reactions from USPTO patents (1976-2016). Task: Predict the product of the given reaction. (1) Given the reactants [O:1]1[C:5]2[CH:6]=[CH:7][C:8]([C:10]3[S:11][CH:12]=[C:13]([C:15]([OH:17])=O)[N:14]=3)=[CH:9][C:4]=2[CH2:3][CH2:2]1.[CH3:18][N:19]1[CH2:24][CH2:23][N:22]([C:25]2[S:29][C:28]([NH2:30])=[N:27][N:26]=2)[CH2:21][CH2:20]1.CN(C(ON1N=NC2C=CC=CC1=2)=[N+](C)C)C.F[P-](F)(F)(F)(F)F, predict the reaction product. The product is: [O:1]1[C:5]2[CH:6]=[CH:7][C:8]([C:10]3[S:11][CH:12]=[C:13]([C:15]([NH:30][C:28]4[S:29][C:25]([N:22]5[CH2:23][CH2:24][N:19]([CH3:18])[CH2:20][CH2:21]5)=[N:26][N:27]=4)=[O:17])[N:14]=3)=[CH:9][C:4]=2[CH2:3][CH2:2]1. (2) Given the reactants [CH3:1][O:2][CH2:3][CH2:4][CH2:5][CH2:6][C:7]#[C:8][C:9]1[CH:10]=[C:11]([CH2:15][CH2:16][CH2:17][NH:18]C(=O)OC(C)(C)C)[CH:12]=[CH:13][CH:14]=1.[ClH:26].O1CCOCC1, predict the reaction product. The product is: [ClH:26].[CH3:1][O:2][CH2:3][CH2:4][CH2:5][CH2:6][C:7]#[C:8][C:9]1[CH:10]=[C:11]([CH2:15][CH2:16][CH2:17][NH2:18])[CH:12]=[CH:13][CH:14]=1. (3) The product is: [N:22]([C@@H:12]1[C:13]2[C:18](=[CH:17][CH:16]=[C:15]([O:20][CH3:21])[CH:14]=2)[CH2:19][C@@H:11]1[OH:10])=[N+:23]=[N-:24]. Given the reactants [N+](C1C=CC(C([O:10][C@H:11]2[CH2:19][C:18]3[C:13](=[CH:14][C:15]([O:20][CH3:21])=[CH:16][CH:17]=3)[C@H:12]2[N:22]=[N+:23]=[N-:24])=O)=CC=1)([O-])=O.C[O-].[Na+], predict the reaction product.